From a dataset of Full USPTO retrosynthesis dataset with 1.9M reactions from patents (1976-2016). Predict the reactants needed to synthesize the given product. Given the product [Cl:11][C:10]1[CH:9]=[CH:8][C:4]([C:5]([N:12]2[C:21]3[C:16](=[CH:17][CH:18]=[CH:19][CH:20]=3)[CH2:15][CH2:14][CH2:13]2)=[O:7])=[CH:3][C:2]=1[NH2:1], predict the reactants needed to synthesize it. The reactants are: [NH2:1][C:2]1[CH:3]=[C:4]([CH:8]=[CH:9][C:10]=1[Cl:11])[C:5]([OH:7])=O.[NH:12]1[C:21]2[C:16](=[CH:17][CH:18]=[CH:19][CH:20]=2)[CH2:15][CH2:14][CH2:13]1.Cl.CN(C)CCCN=C=NCC.CN1C=CN=C1.C(=O)(O)[O-].[Na+].